This data is from Forward reaction prediction with 1.9M reactions from USPTO patents (1976-2016). The task is: Predict the product of the given reaction. (1) Given the reactants [C:1]([O:5][C:6](=[O:23])[NH:7][CH:8]([C:15]1[CH:20]=[CH:19][C:18]([Cl:21])=[C:17]([Cl:22])[CH:16]=1)[C:9](=[O:14])N(OC)C)([CH3:4])([CH3:3])[CH3:2].Br[C:25]1[CH:37]=[CH:36][C:28]([O:29][CH2:30][CH:31]2[CH2:35][CH2:34][CH2:33][O:32]2)=[CH:27][C:26]=1[F:38], predict the reaction product. The product is: [C:1]([O:5][C:6](=[O:23])[NH:7][CH:8]([C:15]1[CH:20]=[CH:19][C:18]([Cl:21])=[C:17]([Cl:22])[CH:16]=1)[C:9]([C:25]1[CH:37]=[CH:36][C:28]([O:29][CH2:30][CH:31]2[CH2:35][CH2:34][CH2:33][O:32]2)=[CH:27][C:26]=1[F:38])=[O:14])([CH3:2])([CH3:3])[CH3:4]. (2) Given the reactants [C:1](/[C:3](=[N:23]\[OH:24])/[C:4]1[CH:9]=[CH:8][C:7]([N:10]2[CH2:15][CH2:14][N:13]([C:16]([O:18][C:19]([CH3:22])([CH3:21])[CH3:20])=[O:17])[CH2:12][CH2:11]2)=[CH:6][CH:5]=1)#[N:2].Cl.[NH2:26]O.C([O-])(O)=O.[Na+].[OH-].[Na+], predict the reaction product. The product is: [NH2:2][C:1]1[C:3]([C:4]2[CH:5]=[CH:6][C:7]([N:10]3[CH2:11][CH2:12][N:13]([C:16]([O:18][C:19]([CH3:20])([CH3:21])[CH3:22])=[O:17])[CH2:14][CH2:15]3)=[CH:8][CH:9]=2)=[N:23][O:24][N:26]=1. (3) Given the reactants [Cl:1][C:2]1[CH:3]=[C:4]([CH:17]=[CH:18][C:19]=1[Cl:20])[O:5][CH:6]1[CH2:12][CH:11]2[N:13]([CH2:14][C:15]#[N:16])[CH:8]([CH2:9][CH2:10]2)[CH2:7]1.Cl.C(N(CC)CC)C.[N-:29]=[N+:30]=[N-:31].[Na+], predict the reaction product. The product is: [Cl:1][C:2]1[CH:3]=[C:4]([CH:17]=[CH:18][C:19]=1[Cl:20])[O:5][CH:6]1[CH2:12][CH:11]2[N:13]([CH2:14][C:15]3[NH:31][N:30]=[N:29][N:16]=3)[CH:8]([CH2:9][CH2:10]2)[CH2:7]1. (4) Given the reactants [OH:1][C:2]1[CH:11]=[CH:10][C:9]2[N:8]=[C:7]([C:12]3[CH:17]=[CH:16][CH:15]=[CH:14][CH:13]=3)[C:6]([C:18]3[S:19][CH:20]=[CH:21][N:22]=3)=[N:5][C:4]=2[C:3]=1C(O)=O.Cl.[CH2:27]([NH:29][CH2:30][C:31]([OH:33])=[O:32])C.C(N([CH2:39][CH3:40])CC)C.C1CN([P+]([O:57]N2N=NC3C=CC=CC2=3)(N2CCCC2)N2CCCC2)CC1.F[P-](F)(F)(F)(F)F, predict the reaction product. The product is: [OH:1][C:2]1[C:3]([C:27]([NH:29][CH2:30][C:31]([O:33][CH2:39][CH3:40])=[O:32])=[O:57])=[C:4]2[C:9](=[CH:10][CH:11]=1)[N:8]=[C:7]([C:12]1[CH:13]=[CH:14][CH:15]=[CH:16][CH:17]=1)[C:6]([C:18]1[S:19][CH:20]=[CH:21][N:22]=1)=[N:5]2. (5) The product is: [NH2:18][C:17]1[NH:25][N:24]=[C:15]([C:12]2[CH:13]=[CH:14][C:9]([O:8][CH2:1][C:2]3[CH:7]=[CH:6][CH:5]=[CH:4][CH:3]=3)=[CH:10][CH:11]=2)[C:16]=1[C:19]#[N:20]. Given the reactants [CH2:1]([O:8][C:9]1[CH:14]=[CH:13][C:12]([C:15](OC)=[C:16]([C:19]#[N:20])[C:17]#[N:18])=[CH:11][CH:10]=1)[C:2]1[CH:7]=[CH:6][CH:5]=[CH:4][CH:3]=1.O.[NH2:24][NH2:25], predict the reaction product. (6) Given the reactants [N+:1]([C:4]1[CH:5]=[C:6]([CH:12]=[CH:13][CH:14]=1)[C:7]([CH2:9][C:10]#[N:11])=[O:8])([O-:3])=[O:2].[C:15]1([N:21](C2C=CC=CC=2)[CH:22]=N)[CH:20]=[CH:19][CH:18]=[CH:17][CH:16]=1, predict the reaction product. The product is: [N+:1]([C:4]1[CH:5]=[C:6]([CH:12]=[CH:13][CH:14]=1)[C:7]([C:9](=[CH:22][NH:21][C:15]1[CH:20]=[CH:19][CH:18]=[CH:17][CH:16]=1)[C:10]#[N:11])=[O:8])([O-:3])=[O:2].